From a dataset of Catalyst prediction with 721,799 reactions and 888 catalyst types from USPTO. Predict which catalyst facilitates the given reaction. Reactant: [NH2:1][C:2]1[C:10]([Cl:11])=[CH:9][C:5]([C:6]([OH:8])=[O:7])=[C:4]([O:12][CH3:13])[CH:3]=1.[CH3:14][Si](C=[N+]=[N-])(C)C. Product: [NH2:1][C:2]1[C:10]([Cl:11])=[CH:9][C:5]([C:6]([O:8][CH3:14])=[O:7])=[C:4]([O:12][CH3:13])[CH:3]=1. The catalyst class is: 224.